From a dataset of Forward reaction prediction with 1.9M reactions from USPTO patents (1976-2016). Predict the product of the given reaction. Given the reactants [Cl:1][C:2]1[CH:3]=[C:4]([C:8]#[C:9][C:10]2[N:11]=[C:12]([CH3:23])[N:13]([C:16]3[CH:21]=[CH:20][NH:19][C:18](=[O:22])[CH:17]=3)[C:14]=2[CH3:15])[CH:5]=[CH:6][CH:7]=1.I[CH2:25][CH2:26][OH:27], predict the reaction product. The product is: [Cl:1][C:2]1[CH:3]=[C:4]([C:8]#[C:9][C:10]2[N:11]=[C:12]([CH3:23])[N:13]([C:16]3[CH:21]=[CH:20][N:19]([CH2:25][CH2:26][OH:27])[C:18](=[O:22])[CH:17]=3)[C:14]=2[CH3:15])[CH:5]=[CH:6][CH:7]=1.